Dataset: Full USPTO retrosynthesis dataset with 1.9M reactions from patents (1976-2016). Task: Predict the reactants needed to synthesize the given product. (1) The reactants are: [CH3:1][CH2:2][O:3][C:4]1[N:12]([CH2:13][C:14]2[CH:19]=[CH:18][C:17]([C:20]3[C:25]([C:26]4[N:30](C(C5C=CC=CC=5)(C5C=CC=CC=5)C5C=CC=CC=5)[N:29]=[N:28][N:27]=4)=[CH:24][CH:23]=[CH:22][CH:21]=3)=[CH:16][CH:15]=2)[C:11]2[C:6](=[CH:7][CH:8]=[CH:9][C:10]=2[C:50]([O:52][CH:53]([O:55][C:56]([O:58][CH:59]2[CH2:64][CH2:63][CH2:62][CH2:61][CH2:60]2)=[O:57])[CH3:54])=[O:51])[N:5]=1.O.FC(F)(F)C(O)=O.C(=O)([O-])O.[Na+]. Given the product [CH3:1][CH2:2][O:3][C:4]1[N:12]([CH2:13][C:14]2[CH:19]=[CH:18][C:17]([C:20]3[CH:21]=[CH:22][CH:23]=[CH:24][C:25]=3[C:26]3[N:27]=[N:28][NH:29][N:30]=3)=[CH:16][CH:15]=2)[C:11]2[C:10]([C:50]([O:52][CH:53]([O:55][C:56]([O:58][CH:59]3[CH2:60][CH2:61][CH2:62][CH2:63][CH2:64]3)=[O:57])[CH3:54])=[O:51])=[CH:9][CH:8]=[CH:7][C:6]=2[N:5]=1, predict the reactants needed to synthesize it. (2) Given the product [CH3:1][O:2][C:3]([C:5]1([N:13]([O:26][CH:28]2[CH2:29][CH2:30][CH2:31][O:27]2)[C:14](=[O:25])[CH2:15][C:16]2[C:17]([CH3:24])=[CH:18][C:19]([CH3:23])=[CH:20][C:21]=2[CH3:22])[CH2:6][CH2:7][N:8]([O:11][CH3:12])[CH2:9][CH2:10]1)=[O:4], predict the reactants needed to synthesize it. The reactants are: [CH3:1][O:2][C:3]([C:5]1([N:13]([OH:26])[C:14](=[O:25])[CH2:15][C:16]2[C:21]([CH3:22])=[CH:20][C:19]([CH3:23])=[CH:18][C:17]=2[CH3:24])[CH2:10][CH2:9][N:8]([O:11][CH3:12])[CH2:7][CH2:6]1)=[O:4].[O:27]1[CH:31]=[CH:30][CH2:29][CH2:28]1.O.C1(C)C=CC(S(O)(=O)=O)=CC=1. (3) Given the product [C:27]([N:19]([C:20]1[CH:25]=[CH:24][CH:23]=[C:22]([F:26])[CH:21]=1)[C:11]1([C:14]([O:16][CH2:17][CH3:18])=[O:15])[CH2:12][CH2:13][N:8]([CH2:1][C:2]2[CH:3]=[CH:4][CH:5]=[CH:6][CH:7]=2)[CH2:9][CH2:10]1)(=[O:29])[CH3:28], predict the reactants needed to synthesize it. The reactants are: [CH2:1]([N:8]1[CH2:13][CH2:12][C:11]([NH:19][C:20]2[CH:25]=[CH:24][CH:23]=[C:22]([F:26])[CH:21]=2)([C:14]([O:16][CH2:17][CH3:18])=[O:15])[CH2:10][CH2:9]1)[C:2]1[CH:7]=[CH:6][CH:5]=[CH:4][CH:3]=1.[C:27](OC(=O)C)(=[O:29])[CH3:28].[NH4+].[OH-]. (4) Given the product [OH:1][CH:2]([C:41]([OH:44])([CH3:42])[CH3:43])[CH2:3][CH2:4][O:5][C:6]1[CH:11]=[C:10]([CH3:12])[C:9]([C:13]2[C:18]([F:19])=[CH:17][C:16]([F:20])=[C:15]([CH2:21][O:22][C:23]3[N:28]=[CH:27][C:26]4[C@@H:29]5[C@@H:32]([C:33]([OH:35])=[O:34])[C@@H:30]5[CH2:31][C:25]=4[CH:24]=3)[CH:14]=2)=[C:8]([CH3:40])[CH:7]=1, predict the reactants needed to synthesize it. The reactants are: [OH:1][CH:2]([C:41]([OH:44])([CH3:43])[CH3:42])[CH2:3][CH2:4][O:5][C:6]1[CH:11]=[C:10]([CH3:12])[C:9]([C:13]2[C:18]([F:19])=[CH:17][C:16]([F:20])=[C:15]([CH2:21][O:22][C:23]3[N:28]=[CH:27][C:26]4[C@@H:29]5[C@@H:32]([C:33]([O:35]C(C)(C)C)=[O:34])[C@@H:30]5[CH2:31][C:25]=4[CH:24]=3)[CH:14]=2)=[C:8]([CH3:40])[CH:7]=1.C1COCC1.[OH-].[Na+].Cl. (5) Given the product [C:38]([NH:42][C:8](=[O:9])[C:7]1[CH:11]=[C:12]([C:14]([F:16])([F:15])[F:17])[CH:13]=[C:5]([O:4][C:3]2[CH:18]=[CH:19][C:20]([NH:22][C:23]3[C:24]4[N:31]([CH2:32][CH2:33][O:34][CH2:35][CH2:36][OH:37])[CH:30]=[CH:29][C:25]=4[N:26]=[CH:27][N:28]=3)=[CH:21][C:2]=2[Cl:1])[CH:6]=1)([CH3:41])([CH3:40])[CH3:39], predict the reactants needed to synthesize it. The reactants are: [Cl:1][C:2]1[CH:21]=[C:20]([NH:22][C:23]2[C:24]3[N:31]([CH2:32][CH2:33][O:34][CH2:35][CH2:36][OH:37])[CH:30]=[CH:29][C:25]=3[N:26]=[CH:27][N:28]=2)[CH:19]=[CH:18][C:3]=1[O:4][C:5]1[CH:6]=[C:7]([CH:11]=[C:12]([C:14]([F:17])([F:16])[F:15])[CH:13]=1)[C:8](O)=[O:9].[C:38]([NH2:42])([CH3:41])([CH3:40])[CH3:39].Cl.C(N=C=NCCCN(C)C)C.ON1C2C=CC=CC=2N=N1. (6) The reactants are: [Cl:1][C:2]1[N:7]=[C:6]([Cl:8])[C:5](O)=[C:4]([O:10][C:11]2([CH2:14][OH:15])[CH2:13][CH2:12]2)[N:3]=1.[C:16]1(P(C2C=CC=CC=2)C2C=CC=CC=2)C=CC=CC=1.CC(OC(/N=N/C(OC(C)C)=O)=O)C. Given the product [CH:13]1([CH:11]2[O:10][C:4]3[N:3]=[C:2]([Cl:1])[N:7]=[C:6]([Cl:8])[C:5]=3[O:15][CH2:14]2)[CH2:12][CH2:16]1, predict the reactants needed to synthesize it. (7) Given the product [C:28]1([C:27]#[C:26][N:3]2[C:4]3[C:9](=[CH:8][CH:7]=[CH:6][CH:5]=3)[C:10]([CH:11]=[O:12])=[CH:2]2)[CH:33]=[CH:32][CH:31]=[CH:30][CH:29]=1, predict the reactants needed to synthesize it. The reactants are: Br[C:2]1[NH:3][C:4]2[C:9]([C:10]=1[CH:11]=[O:12])=[CH:8][CH:7]=[CH:6][CH:5]=2.CCCC[Sn]([C:26]#[C:27][C:28]1[CH:33]=[CH:32][CH:31]=[CH:30][CH:29]=1)(CCCC)CCCC.